From a dataset of Catalyst prediction with 721,799 reactions and 888 catalyst types from USPTO. Predict which catalyst facilitates the given reaction. (1) Reactant: Cl.[NH2:2][C@:3]12[CH2:39][CH2:38][C@@H:37]([C:40]([CH3:42])=[CH2:41])[C@@H:4]1[C@@H:5]1[C@@:18]([CH3:21])([CH2:19][CH2:20]2)[C@@:17]2([CH3:22])[C@@H:8]([C@:9]3([CH3:36])[C@@H:14]([CH2:15][CH2:16]2)[C:13]([CH3:24])([CH3:23])[C:12]([C:25]2[CH:34]=[CH:33][C:28]([C:29]([O:31][CH3:32])=[O:30])=[C:27]([F:35])[CH:26]=2)=[CH:11][CH2:10]3)[CH2:7][CH2:6]1.Cl.Cl[CH2:45][CH2:46][N:47]1[CH2:52][CH2:51][O:50][CH2:49][CH2:48]1.P(=O)(O)(O)O.[K].[I-].[K+]. Product: [F:35][C:27]1[CH:26]=[C:25]([C:12]2[C:13]([CH3:23])([CH3:24])[C@H:14]3[C@:9]([CH3:36])([CH2:10][CH:11]=2)[C@@H:8]2[C@:17]([CH3:22])([C@@:18]4([CH3:21])[C@H:5]([CH2:6][CH2:7]2)[C@H:4]2[C@H:37]([C:40]([CH3:42])=[CH2:41])[CH2:38][CH2:39][C@:3]2([NH:2][CH2:45][CH2:46][N:47]2[CH2:52][CH2:51][O:50][CH2:49][CH2:48]2)[CH2:20][CH2:19]4)[CH2:16][CH2:15]3)[CH:34]=[CH:33][C:28]=1[C:29]([O:31][CH3:32])=[O:30]. The catalyst class is: 10. (2) Reactant: [H-].[Na+].[CH3:3][O:4][C:5](=[O:17])[CH2:6][C:7]1[C:15]2[C:10](=[N:11][CH:12]=[CH:13][CH:14]=2)[NH:9][C:8]=1[CH3:16].C1COCC1.CN(C=O)C.[Cl:28][C:29]1[CH:30]=[C:31]([S:36](Cl)(=[O:38])=[O:37])[CH:32]=[CH:33][C:34]=1[Cl:35]. Product: [CH3:3][O:4][C:5](=[O:17])[CH2:6][C:7]1[C:15]2[C:10](=[N:11][CH:12]=[CH:13][CH:14]=2)[N:9]([S:36]([C:31]2[CH:32]=[CH:33][C:34]([Cl:35])=[C:29]([Cl:28])[CH:30]=2)(=[O:38])=[O:37])[C:8]=1[CH3:16]. The catalyst class is: 1. (3) Reactant: [CH3:1][O:2][C:3]([C:5]1[N:6]([C@@H:10]2[C:19]3[C:14](=[CH:15][CH:16]=[CH:17][CH:18]=3)[C:13](=O)[CH2:12][C:11]2([CH3:22])[CH3:21])[CH:7]=[N:8][CH:9]=1)=[O:4].Cl.[CH3:24][O:25][NH2:26].N1C=CC=CC=1. Product: [CH3:1][O:2][C:3]([C:5]1[N:6]([C@@H:10]2[C:19]3[C:14](=[CH:15][CH:16]=[CH:17][CH:18]=3)/[C:13](=[N:26]/[O:25][CH3:24])/[CH2:12][C:11]2([CH3:22])[CH3:21])[CH:7]=[N:8][CH:9]=1)=[O:4]. The catalyst class is: 125. (4) Reactant: [Br:1][C:2]1[C:7]([O:8][CH3:9])=[CH:6][C:5]([CH2:10][CH2:11]O)=[C:4]([O:13][CH3:14])[CH:3]=1.C(Br)(Br)(Br)[Br:16].C1C=CC(P(C2C=CC=CC=2)C2C=CC=CC=2)=CC=1. Product: [Br:1][C:2]1[CH:3]=[C:4]([O:13][CH3:14])[C:5]([CH2:10][CH2:11][Br:16])=[CH:6][C:7]=1[O:8][CH3:9]. The catalyst class is: 2. (5) Reactant: Br[C:2]1[CH:7]=[CH:6][CH:5]=[CH:4][N:3]=1.[Li]CCCC.[C:13]([O:17][C:18]([N:20]1[CH2:25][CH2:24][CH:23]([C:26](=[O:31])N(OC)C)[CH2:22][CH2:21]1)=[O:19])([CH3:16])([CH3:15])[CH3:14]. Product: [C:13]([O:17][C:18]([N:20]1[CH2:21][CH2:22][CH:23]([C:26]([C:2]2[CH:7]=[CH:6][CH:5]=[CH:4][N:3]=2)=[O:31])[CH2:24][CH2:25]1)=[O:19])([CH3:14])([CH3:15])[CH3:16]. The catalyst class is: 1. (6) Reactant: [Br:1][C:2]1[C:7]([O:8][CH2:9][C@@H:10]([NH:15]C(=O)OC(C)(C)C)[CH2:11][CH:12]([CH3:14])[CH3:13])=[CH:6][C:5]2[O:23][CH:24]([C:31]([F:34])([F:33])[F:32])[C:25]3[C:30]([C:4]=2[CH:3]=1)=[CH:29][CH:28]=[N:27][CH:26]=3.C(O)(C(F)(F)F)=O. Product: [Br:1][C:2]1[C:7]([O:8][CH2:9][C@@H:10]([NH2:15])[CH2:11][CH:12]([CH3:14])[CH3:13])=[CH:6][C:5]2[O:23][CH:24]([C:31]([F:33])([F:34])[F:32])[C:25]3[C:30]([C:4]=2[CH:3]=1)=[CH:29][CH:28]=[N:27][CH:26]=3. The catalyst class is: 4. (7) Reactant: [C:1]([C:3]1[CH:4]=[C:5]([C:9]2[C:10]3[N:11]([C:23]([CH2:26][CH3:27])=[CH:24][CH:25]=3)[N:12]=[C:13]([CH3:22])[C:14]=2[CH2:15][CH2:16][CH2:17][CH2:18][C:19]([OH:21])=O)[CH:6]=[CH:7][CH:8]=1)#[N:2].Cl.CN(C)CCCN=C=NCC.ON1C2C=CC=CC=2N=N1.[NH:50]1[CH2:55][CH2:54][O:53][CH2:52][CH2:51]1. Product: [CH2:26]([C:23]1[N:11]2[N:12]=[C:13]([CH3:22])[C:14]([CH2:15][CH2:16][CH2:17][CH2:18][C:19]([N:50]3[CH2:55][CH2:54][O:53][CH2:52][CH2:51]3)=[O:21])=[C:9]([C:5]3[CH:4]=[C:3]([CH:8]=[CH:7][CH:6]=3)[C:1]#[N:2])[C:10]2=[CH:25][CH:24]=1)[CH3:27]. The catalyst class is: 9. (8) Reactant: [CH:1]1([C:4]2[CH:9]=[C:8]([O:10]CC3C=CC=CC=3)[CH:7]=[CH:6][C:5]=2[C:18]2[CH:23]=[CH:22][CH:21]=[C:20]([N:24]3[C:28]([CH3:29])=[CH:27][CH:26]=[C:25]3[CH3:30])[N:19]=2)[CH2:3][CH2:2]1.C([O-])=O.[NH4+]. Product: [CH:1]1([C:4]2[CH:9]=[C:8]([OH:10])[CH:7]=[CH:6][C:5]=2[C:18]2[CH:23]=[CH:22][CH:21]=[C:20]([N:24]3[C:25]([CH3:30])=[CH:26][CH:27]=[C:28]3[CH3:29])[N:19]=2)[CH2:3][CH2:2]1. The catalyst class is: 723. (9) Product: [F:9][C:7]1[CH:6]=[CH:5][C:4]([N+:10]([O-:12])=[O:11])=[C:3]([CH2:2][S:14][CH3:13])[CH:8]=1. The catalyst class is: 7. Reactant: Br[CH2:2][C:3]1[CH:8]=[C:7]([F:9])[CH:6]=[CH:5][C:4]=1[N+:10]([O-:12])=[O:11].[CH3:13][S-:14].[Na+].